This data is from Retrosynthesis with 50K atom-mapped reactions and 10 reaction types from USPTO. The task is: Predict the reactants needed to synthesize the given product. (1) Given the product CNC(=O)Nc1ccc(-c2ncc3c(n2)N2CCOCC2(C)C(=O)N3Cc2ccn(C)n2)cc1, predict the reactants needed to synthesize it. The reactants are: CNC(=O)Nc1ccc(B2OC(C)(C)C(C)(C)O2)cc1.Cn1ccc(CN2C(=O)C3(C)COCCN3c3nc(Cl)ncc32)n1. (2) Given the product NCc1ccc(N2CCOCC2)cc1, predict the reactants needed to synthesize it. The reactants are: N#Cc1ccc(N2CCOCC2)cc1. (3) Given the product O=C(O)C(=O)O, predict the reactants needed to synthesize it. The reactants are: C1CNC1.CN1CC(CCCl)Cc2nc(Cl)ccc2C1=O. (4) The reactants are: Nc1ccc2oc3c(c2c1)CCCCCC3.O=C(O)Cc1ccncc1. Given the product O=C(Cc1ccncc1)Nc1ccc2oc3c(c2c1)CCCCCC3, predict the reactants needed to synthesize it. (5) The reactants are: C/C(=C\CO)CCC[C@H](C)CCC[C@H](C)CCCC(C)C.CCCCCCCCCC=CC=CC=CC=CC=CC(=O)O. Given the product CCCCCCCCCC=CC=CC=CC=CC=CC(=O)OC/C=C(\C)CCC[C@H](C)CCC[C@H](C)CCCC(C)C, predict the reactants needed to synthesize it. (6) Given the product CC(OCCNc1ccc(-c2nc3cc(C#N)ccc3o2)cc1)(C(F)(F)F)C(F)(F)F, predict the reactants needed to synthesize it. The reactants are: CC(OCCN)(C(F)(F)F)C(F)(F)F.N#Cc1ccc2oc(-c3ccc(Br)cc3)nc2c1. (7) Given the product COc1cccc2oc(=O)c3c4c(ccc3c12)NC(C)(C)C(=O)N4C, predict the reactants needed to synthesize it. The reactants are: CI.COc1cccc2oc(=O)c3c4c(ccc3c12)NC(C)(C)C(=O)N4.